Predict the product of the given reaction. From a dataset of Forward reaction prediction with 1.9M reactions from USPTO patents (1976-2016). (1) Given the reactants [CH:1]([Si:3](Cl)(Cl)Cl)=[CH2:2].[CH3:7][C:8]([CH3:11])([O-:10])[CH3:9].[K+], predict the reaction product. The product is: [C:8]([O:10][C:1]([SiH3:3])=[C:2]([O:10][C:8]([CH3:11])([CH3:9])[CH3:7])[O:10][C:8]([CH3:11])([CH3:9])[CH3:7])([CH3:11])([CH3:9])[CH3:7]. (2) Given the reactants [CH3:1][C:2]1[NH:3][C:4]2[CH2:5][C:6]([CH3:29])([CH3:28])[CH2:7][C:8](=[O:27])[C:9]=2[C:10]=1[CH2:11][C:12]1[C:13]([S:18]([C:21]2[CH:26]=[CH:25][CH:24]=[CH:23][CH:22]=2)(=[O:20])=[O:19])=[N:14][CH:15]=[CH:16][CH:17]=1.Br[CH2:31][C:32]([O:34][CH2:35][CH3:36])=[O:33].C(=O)([O-])[O-].[K+].[K+].[I-].[K+], predict the reaction product. The product is: [CH3:1][C:2]1[N:3]([CH2:31][C:32]([O:34][CH2:35][CH3:36])=[O:33])[C:4]2[CH2:5][C:6]([CH3:29])([CH3:28])[CH2:7][C:8](=[O:27])[C:9]=2[C:10]=1[CH2:11][C:12]1[C:13]([S:18]([C:21]2[CH:26]=[CH:25][CH:24]=[CH:23][CH:22]=2)(=[O:20])=[O:19])=[N:14][CH:15]=[CH:16][CH:17]=1. (3) Given the reactants [F:1][C:2]1[CH:7]=[CH:6][C:5]([C:8]2[CH:13]=[CH:12][C:11]([NH:14][CH2:15][C:16]3[CH:21]=[CH:20][C:19]([C:22]([CH3:24])=[CH2:23])=[CH:18][C:17]=3[C:25]3[CH:26]=[CH:27][C:28]([C:31]([NH:33][CH2:34][CH2:35][C:36]([OH:38])=[O:37])=[O:32])=[N:29][CH:30]=3)=[CH:10][CH:9]=2)=[CH:4][CH:3]=1.C([O-])=O.[NH4+], predict the reaction product. The product is: [F:1][C:2]1[CH:7]=[CH:6][C:5]([C:8]2[CH:13]=[CH:12][C:11]([NH:14][CH2:15][C:16]3[CH:21]=[CH:20][C:19]([CH:22]([CH3:24])[CH3:23])=[CH:18][C:17]=3[C:25]3[CH:26]=[CH:27][C:28]([C:31]([NH:33][CH2:34][CH2:35][C:36]([OH:38])=[O:37])=[O:32])=[N:29][CH:30]=3)=[CH:10][CH:9]=2)=[CH:4][CH:3]=1. (4) Given the reactants C([O:3][C:4](=O)[C:5](=[C:7]1[CH2:12][CH2:11][O:10][CH2:9][CH2:8]1)[CH3:6])C.[H-].[Al+3].[Li+].[H-].[H-].[H-], predict the reaction product. The product is: [O:10]1[CH2:11][CH2:12][C:7](=[C:5]([CH3:6])[CH2:4][OH:3])[CH2:8][CH2:9]1. (5) Given the reactants CC1(C)O[C@H](CN2C=CC(N[C:14](=[O:35])[C@@H:15]([N:20]3[CH2:24][C:23]([O:25][C:26]4[CH:31]=[CH:30][CH:29]=[C:28](Br)[C:27]=4[F:33])=[CH:22][C:21]3=[O:34])[CH2:16][CH:17]([CH3:19])[CH3:18])=N2)CO1.C([Sn](CC[CH2:50][CH3:51])(CCCC)C=C)CCC.[C:52](OCC)(=[O:54])[CH3:53], predict the reaction product. The product is: [CH2:52]([O:54][C:14](=[O:35])[C@@H:15]([N:20]1[CH2:24][C:23]([O:25][C:26]2[CH:31]=[CH:30][CH:29]=[C:28]([CH:50]=[CH2:51])[C:27]=2[F:33])=[CH:22][C:21]1=[O:34])[CH2:16][CH:17]([CH3:18])[CH3:19])[CH3:53]. (6) Given the reactants [CH3:1]I.[CH2:3]([O:10][C:11]([N:13]1[CH2:18][C@H:17]([O:19][CH2:20][C:21]2[CH:22]=[CH:23][C:24]3[O:29][CH2:28][CH2:27][N:26]([CH2:30][CH2:31][CH2:32][O:33][CH3:34])[C:25]=3[CH:35]=2)[C@@H:16]([C:36]2[CH:41]=[CH:40][C:39]([CH2:42][O:43][CH2:44][C@@H:45]([CH3:49])[CH2:46][O:47][CH3:48])=[CH:38][CH:37]=2)[C@H:15]([CH2:50][OH:51])[CH2:14]1)=[O:12])[C:4]1[CH:9]=[CH:8][CH:7]=[CH:6][CH:5]=1.[H-].[Na+], predict the reaction product. The product is: [CH2:3]([O:10][C:11]([N:13]1[CH2:18][C@H:17]([O:19][CH2:20][C:21]2[CH:22]=[CH:23][C:24]3[O:29][CH2:28][CH2:27][N:26]([CH2:30][CH2:31][CH2:32][O:33][CH3:34])[C:25]=3[CH:35]=2)[C@@H:16]([C:36]2[CH:41]=[CH:40][C:39]([CH2:42][O:43][CH2:44][C@@H:45]([CH3:49])[CH2:46][O:47][CH3:48])=[CH:38][CH:37]=2)[C@H:15]([CH2:50][O:51][CH3:1])[CH2:14]1)=[O:12])[C:4]1[CH:9]=[CH:8][CH:7]=[CH:6][CH:5]=1. (7) Given the reactants N(C(C)(C)C#N)=NC(C)(C)C#N.[CH3:13][C:14]1[C:19]([N+:20]([O-:22])=[O:21])=[CH:18][CH:17]=[CH:16][N:15]=1.[Br:23]N1C(=O)CCC1=O, predict the reaction product. The product is: [Br:23][CH2:13][C:14]1[C:19]([N+:20]([O-:22])=[O:21])=[CH:18][CH:17]=[CH:16][N:15]=1. (8) Given the reactants [CH:1]1([NH2:6])[CH2:5][CH2:4][CH2:3][CH2:2]1.[Cl:7][C:8]1[CH:9]=[C:10]([CH:14]=[CH:15][CH:16]=1)[C:11](Cl)=[O:12], predict the reaction product. The product is: [Cl:7][C:8]1[CH:9]=[C:10]([CH:14]=[CH:15][CH:16]=1)[C:11]([NH:6][CH:1]1[CH2:5][CH2:4][CH2:3][CH2:2]1)=[O:12]. (9) The product is: [Br:1][C:2]1[CH:3]=[CH:4][C:5]([C:8]2([O:20][CH2:21][CH2:22][O:23][S:38]([C:35]3[CH:36]=[CH:37][C:32]([CH3:42])=[CH:33][CH:34]=3)(=[O:40])=[O:39])[CH2:12][CH2:11][N:10]([C:13]([O:15][C:16]([CH3:18])([CH3:19])[CH3:17])=[O:14])[CH2:9]2)=[CH:6][CH:7]=1. Given the reactants [Br:1][C:2]1[CH:7]=[CH:6][C:5]([C:8]2([O:20][CH2:21][CH2:22][OH:23])[CH2:12][CH2:11][N:10]([C:13]([O:15][C:16]([CH3:19])([CH3:18])[CH3:17])=[O:14])[CH2:9]2)=[CH:4][CH:3]=1.C(N(CC)CC)C.[Cl-].[C:32]1([CH3:42])[CH:37]=[CH:36][C:35]([S:38]([O-])(=[O:40])=[O:39])=[CH:34][CH:33]=1, predict the reaction product.